From a dataset of NCI-60 drug combinations with 297,098 pairs across 59 cell lines. Regression. Given two drug SMILES strings and cell line genomic features, predict the synergy score measuring deviation from expected non-interaction effect. (1) Drug 1: COC1=C2C(=CC3=C1OC=C3)C=CC(=O)O2. Drug 2: CCC1(C2=C(COC1=O)C(=O)N3CC4=CC5=C(C=CC(=C5CN(C)C)O)N=C4C3=C2)O.Cl. Cell line: UACC-257. Synergy scores: CSS=1.63, Synergy_ZIP=-3.90, Synergy_Bliss=-8.33, Synergy_Loewe=-16.9, Synergy_HSA=-7.45. (2) Drug 1: CN1C2=C(C=C(C=C2)N(CCCl)CCCl)N=C1CCCC(=O)O.Cl. Drug 2: CC1CCCC2(C(O2)CC(NC(=O)CC(C(C(=O)C(C1O)C)(C)C)O)C(=CC3=CSC(=N3)C)C)C. Cell line: M14. Synergy scores: CSS=48.2, Synergy_ZIP=0.244, Synergy_Bliss=-2.97, Synergy_Loewe=-34.3, Synergy_HSA=-3.71. (3) Drug 1: C1C(C(OC1N2C=C(C(=O)NC2=O)F)CO)O. Drug 2: C1=CN(C(=O)N=C1N)C2C(C(C(O2)CO)O)O.Cl. Cell line: COLO 205. Synergy scores: CSS=55.2, Synergy_ZIP=-7.18, Synergy_Bliss=-7.57, Synergy_Loewe=-0.782, Synergy_HSA=1.18. (4) Drug 1: C1=NC(=NC(=O)N1C2C(C(C(O2)CO)O)O)N. Drug 2: C(CN)CNCCSP(=O)(O)O. Cell line: SF-295. Synergy scores: CSS=16.9, Synergy_ZIP=-3.04, Synergy_Bliss=-1.32, Synergy_Loewe=-38.1, Synergy_HSA=-0.934. (5) Drug 1: CCC1=CC2CC(C3=C(CN(C2)C1)C4=CC=CC=C4N3)(C5=C(C=C6C(=C5)C78CCN9C7C(C=CC9)(C(C(C8N6C)(C(=O)OC)O)OC(=O)C)CC)OC)C(=O)OC.C(C(C(=O)O)O)(C(=O)O)O. Drug 2: CCCCC(=O)OCC(=O)C1(CC(C2=C(C1)C(=C3C(=C2O)C(=O)C4=C(C3=O)C=CC=C4OC)O)OC5CC(C(C(O5)C)O)NC(=O)C(F)(F)F)O. Cell line: NCIH23. Synergy scores: CSS=43.0, Synergy_ZIP=-0.0353, Synergy_Bliss=3.29, Synergy_Loewe=0.0127, Synergy_HSA=4.87. (6) Drug 1: CC=C1C(=O)NC(C(=O)OC2CC(=O)NC(C(=O)NC(CSSCCC=C2)C(=O)N1)C(C)C)C(C)C. Drug 2: N.N.Cl[Pt+2]Cl. Cell line: SR. Synergy scores: CSS=87.8, Synergy_ZIP=1.63, Synergy_Bliss=2.07, Synergy_Loewe=2.17, Synergy_HSA=4.22.